Dataset: Reaction yield outcomes from USPTO patents with 853,638 reactions. Task: Predict the reaction yield, written as a fraction of the theoretical maximum amount of product (1.0 means a 100% yield; for example, 0.34 means a 34% yield). (1) The reactants are [CH2:1]([O:3][C:4]([C:6]1[C:10]([CH:11]=[CH:12][C:13]2[CH:18]=[CH:17][CH:16]=[CH:15][CH:14]=2)=[CH:9][S:8][C:7]=1[NH:19]C(OC(C)(C)C)=O)=[O:5])[CH3:2].FC(F)(F)C(O)=O.C([O-])(O)=O.[Na+]. The catalyst is C(Cl)Cl. The product is [CH2:1]([O:3][C:4]([C:6]1[C:10]([CH:11]=[CH:12][C:13]2[CH:18]=[CH:17][CH:16]=[CH:15][CH:14]=2)=[CH:9][S:8][C:7]=1[NH2:19])=[O:5])[CH3:2]. The yield is 0.560. (2) The reactants are [CH2:1]([C:3]1[O:4][C:5]2[CH:11]=[CH:10][CH:9]=[CH:8][C:6]=2[CH:7]=1)[CH3:2].N#N.[Cl:14][C:15]1[CH:16]=[C:17]([CH:21]=[C:22]([Cl:25])[C:23]=1[OH:24])[C:18](Cl)=[O:19].[Sn](Cl)(Cl)(Cl)Cl. The catalyst is C(=S)=S.O. The product is [Cl:14][C:15]1[CH:16]=[C:17]([C:18]([C:7]2[C:6]3[CH:8]=[CH:9][CH:10]=[CH:11][C:5]=3[O:4][C:3]=2[CH2:1][CH3:2])=[O:19])[CH:21]=[C:22]([Cl:25])[C:23]=1[OH:24]. The yield is 0.0700. (3) The reactants are [Cl:1][C:2]1[C:11]2[C:6](=[CH:7][CH:8]=[CH:9][CH:10]=2)[N:5]=[C:4]([CH2:12][Cl:13])[N:3]=1.[CH3:14][O:15][C:16]1[CH:21]=[CH:20][C:19]([CH2:22][NH2:23])=[CH:18][CH:17]=1.Cl. The catalyst is CC(O)C. The product is [ClH:1].[Cl:13][CH2:12][C:4]1[N:3]=[C:2]([NH:23][CH2:22][C:19]2[CH:20]=[CH:21][C:16]([O:15][CH3:14])=[CH:17][CH:18]=2)[C:11]2[C:6](=[CH:7][CH:8]=[CH:9][CH:10]=2)[N:5]=1. The yield is 0.850.